Dataset: Reaction yield outcomes from USPTO patents with 853,638 reactions. Task: Predict the reaction yield, written as a fraction of the theoretical maximum amount of product (1.0 means a 100% yield; for example, 0.34 means a 34% yield). (1) The reactants are [CH:1]([C:4]1[CH:9]=[CH:8][C:7]([C@@H:10]2[C:14]3[C:15]([CH3:28])=[C:16]([NH:20][C:21](=[O:27])[CH2:22][C:23]([CH3:26])([CH3:25])[CH3:24])[C:17]([CH3:19])=[CH:18][C:13]=3[O:12][CH2:11]2)=[CH:6][CH:5]=1)([CH3:3])[CH3:2].[Cl-].[Al+3].[Cl-].[Cl-].[C:33](Cl)(=[O:35])[CH3:34]. The catalyst is ClCCl. The product is [C:33]([C:18]1[C:13]2[O:12][CH2:11][C@H:10]([C:7]3[CH:6]=[CH:5][C:4]([CH:1]([CH3:2])[CH3:3])=[CH:9][CH:8]=3)[C:14]=2[C:15]([CH3:28])=[C:16]([NH:20][C:21](=[O:27])[CH2:22][C:23]([CH3:26])([CH3:25])[CH3:24])[C:17]=1[CH3:19])(=[O:35])[CH3:34]. The yield is 0.840. (2) The reactants are [Cl:1][C:2]1[CH:10]=[CH:9][C:8]([NH:11][C:12]([CH:14]2[CH2:16][CH2:15]2)=[O:13])=[C:7]2[C:3]=1[CH2:4][N:5]([C@@H:18]([C:23]1[CH:28]=[CH:27][C:26]([O:29][CH3:30])=[C:25]([O:31][CH2:32][CH3:33])[CH:24]=1)[CH2:19][C:20](O)=[O:21])[C:6]2=[O:17].C(N1C=CN=C1)([N:36]1C=CN=C1)=O.[NH4+].[OH-].O. The catalyst is C1COCC1. The product is [C:20]([CH2:19][C@@H:18]([N:5]1[C:6](=[O:17])[C:7]2[C:3](=[C:2]([Cl:1])[CH:10]=[CH:9][C:8]=2[NH:11][C:12]([CH:14]2[CH2:16][CH2:15]2)=[O:13])[CH2:4]1)[C:23]1[CH:28]=[CH:27][C:26]([O:29][CH3:30])=[C:25]([O:31][CH2:32][CH3:33])[CH:24]=1)(=[O:21])[NH2:36]. The yield is 0.820. (3) The reactants are [NH2:1][C:2]1[CH:3]=[CH:4][C:5]([O:24][CH3:25])=[C:6]([CH:23]=1)[O:7][C:8]1[CH:9]=[CH:10][C:11]2[N:12]([CH:14]=[C:15]([NH:17][C:18]([CH:20]3[CH2:22][CH2:21]3)=[O:19])[N:16]=2)[N:13]=1.[CH3:26][N:27]1[C:31]([C:32](Cl)=[O:33])=[CH:30][C:29]([CH3:35])=[N:28]1.C(N(CC)CC)C. The catalyst is O1CCCC1. The product is [CH:20]1([C:18]([NH:17][C:15]2[N:16]=[C:11]3[CH:10]=[CH:9][C:8]([O:7][C:6]4[CH:23]=[C:2]([NH:1][C:32]([C:31]5[N:27]([CH3:26])[N:28]=[C:29]([CH3:35])[CH:30]=5)=[O:33])[CH:3]=[CH:4][C:5]=4[O:24][CH3:25])=[N:13][N:12]3[CH:14]=2)=[O:19])[CH2:21][CH2:22]1. The yield is 0.710. (4) The product is [CH2:1]([NH:8][C:9]1[N:14]2[N:15]=[CH:16][C:17]([C:18]([NH:41][S:38]([CH3:37])(=[O:40])=[O:39])=[O:19])=[C:13]2[N:12]=[CH:11][C:10]=1[C:21]([N:23]1[CH2:28][CH2:27][C:26]2([C:36]3[C:31](=[CH:32][CH:33]=[CH:34][CH:35]=3)[CH2:30][CH2:29]2)[CH2:25][CH2:24]1)=[O:22])[C:2]1[CH:7]=[CH:6][CH:5]=[CH:4][CH:3]=1. The yield is 0.670. No catalyst specified. The reactants are [CH2:1]([NH:8][C:9]1[N:14]2[N:15]=[CH:16][C:17]([C:18](O)=[O:19])=[C:13]2[N:12]=[CH:11][C:10]=1[C:21]([N:23]1[CH2:28][CH2:27][C:26]2([C:36]3[C:31](=[CH:32][CH:33]=[CH:34][CH:35]=3)[CH2:30][CH2:29]2)[CH2:25][CH2:24]1)=[O:22])[C:2]1[CH:7]=[CH:6][CH:5]=[CH:4][CH:3]=1.[CH3:37][S:38]([NH2:41])(=[O:40])=[O:39]. (5) The reactants are [CH2:1]([C:3]1[S:4][CH:5]=[C:6]([C:8]2[C:16](=O)[N:15]3[C:11]([NH:12][C:13]4[CH:21]=[CH:20][CH:19]=[CH:18][C:14]=43)=[C:10]([C:22]#[N:23])[C:9]=2[CH3:24])[N:7]=1)[CH3:2].P(Cl)(Cl)([Cl:27])=O. No catalyst specified. The product is [Cl:27][C:16]1[N:15]2[C:11](=[N:12][C:13]3[CH:21]=[CH:20][CH:19]=[CH:18][C:14]=32)[C:10]([C:22]#[N:23])=[C:9]([CH3:24])[C:8]=1[C:6]1[N:7]=[C:3]([CH2:1][CH3:2])[S:4][CH:5]=1. The yield is 0.820. (6) The reactants are [F:1][C:2]1[CH:11]=[C:10]2[C:5]([C:6](=[O:13])[NH:7][C:8]([CH3:12])=[N:9]2)=[CH:4][C:3]=1[N:14]1[CH2:19][CH2:18][O:17][CH2:16][CH2:15]1.[N+:20]([C:23]1[O:27][C:26]([CH:28]=O)=[CH:25][CH:24]=1)([O-:22])=[O:21].S(=O)(=O)(O)O. The catalyst is C(O)(=O)C. The product is [F:1][C:2]1[CH:11]=[C:10]2[C:5]([C:6](=[O:13])[NH:7][C:8]([CH:12]=[CH:28][C:26]3[O:27][C:23]([N+:20]([O-:22])=[O:21])=[CH:24][CH:25]=3)=[N:9]2)=[CH:4][C:3]=1[N:14]1[CH2:19][CH2:18][O:17][CH2:16][CH2:15]1. The yield is 0.990. (7) The reactants are C(Cl)(=O)C(Cl)=[O:3].[C:7]([O:11][C:12]([N:14]1[CH2:18][CH:17]([O:19][Si:20]([C:23]([CH3:26])([CH3:25])[CH3:24])([CH3:22])[CH3:21])[CH2:16][CH:15]1[CH2:27][C:28]1(O)[CH:33]=[CH:32][CH:31]=[CH:30][CH2:29]1)=[O:13])([CH3:10])([CH3:9])[CH3:8].C(N(CC)CC)C.C(OCC)(=O)C. The catalyst is C(Cl)Cl.CS(C)=O. The product is [C:27]([CH:15]1[CH2:16][CH:17]([O:19][Si:20]([C:23]([CH3:26])([CH3:25])[CH3:24])([CH3:21])[CH3:22])[CH2:18][N:14]1[C:12]([O:11][C:7]([CH3:10])([CH3:8])[CH3:9])=[O:13])(=[O:3])[C:28]1[CH:33]=[CH:32][CH:31]=[CH:30][CH:29]=1. The yield is 1.00.